From a dataset of Reaction yield outcomes from USPTO patents with 853,638 reactions. Predict the reaction yield, written as a fraction of the theoretical maximum amount of product (1.0 means a 100% yield; for example, 0.34 means a 34% yield). (1) The reactants are [C:1]([NH:4][CH2:5][CH2:6][C:7]1[N:16]=[C:15]([C:17]([OH:19])=O)[C:14]2[C:9](=[CH:10][CH:11]=[CH:12][CH:13]=2)[N:8]=1)(=[O:3])[CH3:2].Cl.[OH:21][C:22]1[C:31]([N:32]([CH3:34])[CH3:33])=[CH:30][CH:29]=[C:28]2[C:23]=1[CH2:24][CH2:25][NH:26][CH2:27]2. No catalyst specified. The product is [C:1]([NH:4][CH2:5][CH2:6][C:7]1[N:16]=[C:15]([C:17]([N:26]2[CH2:25][CH2:24][C:23]3[C:28](=[CH:29][CH:30]=[C:31]([N:32]([CH3:34])[CH3:33])[C:22]=3[OH:21])[CH2:27]2)=[O:19])[C:14]2[C:9](=[CH:10][CH:11]=[CH:12][CH:13]=2)[N:8]=1)(=[O:3])[CH3:2]. The yield is 0.0900. (2) The reactants are [NH:1]([C:15]([O:17][C:18]([CH3:21])([CH3:20])[CH3:19])=[O:16])[C@H:2]([C:11]([O:13][CH3:14])=[O:12])[CH2:3][C:4]1[CH:9]=[CH:8][C:7]([OH:10])=[CH:6][CH:5]=1.CN1CCOCC1.[S:29](O[S:29]([C:32]([F:35])([F:34])[F:33])(=[O:31])=[O:30])([C:32]([F:35])([F:34])[F:33])(=[O:31])=[O:30]. The catalyst is ClCCl. The product is [C:18]([O:17][C:15]([NH:1][C@@H:2]([CH2:3][C:4]1[CH:5]=[CH:6][C:7]([O:10][S:29]([C:32]([F:35])([F:34])[F:33])(=[O:31])=[O:30])=[CH:8][CH:9]=1)[C:11]([O:13][CH3:14])=[O:12])=[O:16])([CH3:21])([CH3:20])[CH3:19]. The yield is 0.980. (3) The reactants are [NH2:1][CH2:2][CH2:3][CH2:4][OH:5].C([O-])([O-])=O.[Na+].[Na+].[CH:12]1[CH:17]=[CH:16][C:15]([CH2:18][O:19][C:20](Cl)=[O:21])=[CH:14][CH:13]=1.C(Cl)Cl. The catalyst is C1COCC1.O. The product is [OH:5][CH2:4][CH2:3][CH2:2][NH:1][C:20](=[O:21])[O:19][CH2:18][C:15]1[CH:16]=[CH:17][CH:12]=[CH:13][CH:14]=1. The yield is 0.905. (4) The reactants are C(Cl)(=O)C(Cl)=O.[CH3:7][N:8]1[CH:12]=[C:11]([C:13]2[CH:22]=[CH:21][CH:20]=[C:19]3[C:14]=2[CH:15]=[CH:16][C:17]([C:23]([OH:25])=O)=[CH:18]3)[CH:10]=[N:9]1.Cl.[NH2:27][C:28]([NH2:30])=[NH:29].[OH-].[Na+]. The catalyst is ClCCl.CN(C)C=O. The product is [CH3:7][N:8]1[CH:12]=[C:11]([C:13]2[CH:22]=[CH:21][CH:20]=[C:19]3[C:14]=2[CH:15]=[CH:16][C:17]([C:23]([NH:29][C:28]([NH2:30])=[NH:27])=[O:25])=[CH:18]3)[CH:10]=[N:9]1. The yield is 0.830. (5) The reactants are OC([C@H:4]1[N:9]([C:10]([O:12][CH2:13][C:14]2C=CC=CC=2)=[O:11])[CH2:8][C@H:7]([C:20]([O:22]C)=[O:21])[CH2:6][CH2:5]1)C.O.[OH-].[Li+].Cl. The catalyst is C1COCC1.O. The product is [CH3:14][CH:13]1[C@@H:4]2[CH2:5][CH2:6][C@@H:7]([C:20]([OH:22])=[O:21])[CH2:8][N:9]2[C:10](=[O:11])[O:12]1. The yield is 0.750. (6) The reactants are [C:1]1([C:39]2[CH:44]=[CH:43][CH:42]=[CH:41][CH:40]=2)[CH:6]=[CH:5][C:4]([N:7]([C:27]2[CH:32]=[CH:31][C:30]([C:33]3[CH:38]=[CH:37][CH:36]=[CH:35][CH:34]=3)=[CH:29][CH:28]=2)[C:8]2[CH:13]=[CH:12][C:11]([C:14]3[CH:19]=[CH:18][C:17]([NH:20][C:21]4[CH:26]=[CH:25][CH:24]=[CH:23][CH:22]=4)=[CH:16][CH:15]=3)=[CH:10][CH:9]=2)=[CH:3][CH:2]=1.I[C:46]1[CH:51]=[CH:50][C:49]([C:52]2[CH:57]=[CH:56][C:55]([C:58]3[CH:63]=[CH:62][C:61](I)=[CH:60][CH:59]=3)=[CH:54][CH:53]=2)=[CH:48][CH:47]=1.C(=O)([O-])[O-].[K+].[K+].[CH3:71][CH2:72][CH2:73][CH2:74][CH2:75][CH2:76][CH2:77][CH2:78][CH2:79][CH2:80][CH2:81][CH3:82]. The catalyst is C1(C)C=CC=CC=1.[Cu].C(OCC)(=O)C. The product is [C:30]1([C:33]2[CH:38]=[CH:37][CH:36]=[CH:35][CH:34]=2)[CH:31]=[CH:32][C:27]([N:7]([C:4]2[CH:3]=[CH:2][C:1]([C:39]3[CH:40]=[CH:41][CH:42]=[CH:43][CH:44]=3)=[CH:6][CH:5]=2)[C:8]2[CH:9]=[CH:10][C:11]([C:14]3[CH:19]=[CH:18][C:17]([N:20]([C:21]4[CH:26]=[CH:25][CH:24]=[CH:23][CH:22]=4)[C:46]4[CH:51]=[CH:50][C:49]([C:52]5[CH:57]=[CH:56][C:55]([C:58]6[CH:63]=[CH:62][C:61]([N:20]([C:80]7[CH:81]=[CH:82][C:77]([C:76]8[CH:71]=[CH:72][C:73]([N:7]([C:8]9[CH:9]=[CH:10][C:11]([C:14]%10[CH:19]=[CH:18][CH:17]=[CH:16][CH:15]=%10)=[CH:12][CH:13]=9)[C:4]9[CH:5]=[CH:6][C:1]([C:39]%10[CH:44]=[CH:43][CH:42]=[CH:41][CH:40]=%10)=[CH:2][CH:3]=9)=[CH:74][CH:75]=8)=[CH:78][CH:79]=7)[C:21]7[CH:26]=[CH:25][CH:24]=[CH:23][CH:22]=7)=[CH:60][CH:59]=6)=[CH:54][CH:53]=5)=[CH:48][CH:47]=4)=[CH:16][CH:15]=3)=[CH:12][CH:13]=2)=[CH:28][CH:29]=1. The yield is 0.659.